Dataset: Forward reaction prediction with 1.9M reactions from USPTO patents (1976-2016). Task: Predict the product of the given reaction. (1) Given the reactants [C:1]([O:20][CH2:21][CH2:22][O:23][CH2:24][CH2:25][O:26][CH2:27][CH:28]([OH:56])[CH2:29][O:30][CH2:31][CH2:32][O:33][CH2:34][CH2:35][O:36][C:37]([C:50]1[CH:55]=[CH:54][CH:53]=[CH:52][CH:51]=1)([C:44]1[CH:49]=[CH:48][CH:47]=[CH:46][CH:45]=1)[C:38]1[CH:43]=[CH:42][CH:41]=[CH:40][CH:39]=1)([C:14]1[CH:19]=[CH:18][CH:17]=[CH:16][CH:15]=1)([C:8]1[CH:13]=[CH:12][CH:11]=[CH:10][CH:9]=1)[C:2]1[CH:7]=[CH:6][CH:5]=[CH:4][CH:3]=1.C(N(C(C)C)CC)(C)C.[CH:66]([N:69]([CH:77]([CH3:79])[CH3:78])[P:70](Cl)[O:71][CH2:72][CH2:73][C:74]#[N:75])([CH3:68])[CH3:67].C([O-])(O)=[O:81].[Na+], predict the reaction product. The product is: [CH:66]([N:69]([CH:77]([CH3:79])[CH3:78])[P:70]([O:71][CH2:72][CH2:73][C:74]#[N:75])[O:81][O:56][CH:28]([CH2:27][O:26][CH2:25][CH2:24][O:23][CH2:22][CH2:21][O:20][C:1]([C:14]1[CH:19]=[CH:18][CH:17]=[CH:16][CH:15]=1)([C:2]1[CH:3]=[CH:4][CH:5]=[CH:6][CH:7]=1)[C:8]1[CH:9]=[CH:10][CH:11]=[CH:12][CH:13]=1)[CH2:29][O:30][CH2:31][CH2:32][O:33][CH2:34][CH2:35][O:36][C:37]([C:50]1[CH:51]=[CH:52][CH:53]=[CH:54][CH:55]=1)([C:38]1[CH:39]=[CH:40][CH:41]=[CH:42][CH:43]=1)[C:44]1[CH:49]=[CH:48][CH:47]=[CH:46][CH:45]=1)([CH3:68])[CH3:67]. (2) Given the reactants [NH2:1][C:2]1[NH:6][N:5]=[C:4]([CH2:7][OH:8])[N:3]=1.[Cl:9][CH:10]([CH:13]=O)[CH:11]=O, predict the reaction product. The product is: [Cl:9][C:10]1[CH:11]=[N:1][C:2]2[N:6]([N:5]=[C:4]([CH2:7][OH:8])[N:3]=2)[CH:13]=1. (3) The product is: [CH3:1][C:2]1([CH3:7])[CH2:27][CH2:26][C:25](=[O:32])/[C:5](=[CH:4]/[O:3][Si:17]([CH:21]([CH3:23])[CH3:22])([CH:18]([CH3:20])[CH3:19])[CH:14]([CH3:16])[CH3:15])/[CH2:6]1. Given the reactants [CH3:1][CH:2]1[CH2:6][CH2:5][CH2:4][O:3]1.[CH2:7](N(CC)CC)C.[CH:14]([Si:17](Cl)([CH:21]([CH3:23])[CH3:22])[CH:18]([CH3:20])[CH3:19])([CH3:16])[CH3:15].[CH3:25][CH2:26][CH2:27]CCCC.[OH2:32], predict the reaction product.